From a dataset of Forward reaction prediction with 1.9M reactions from USPTO patents (1976-2016). Predict the product of the given reaction. (1) The product is: [C:1]([O:5][C:6]([N:8]1[CH2:13][CH2:12][N:11]([C:14]2[C:19]([NH2:20])=[N:18][CH:17]=[C:16]([O:27][CH2:26][C:25]3[CH:28]=[CH:29][CH:30]=[C:23]([Cl:22])[CH:24]=3)[N:15]=2)[CH2:10][CH2:9]1)=[O:7])([CH3:4])([CH3:3])[CH3:2]. Given the reactants [C:1]([O:5][C:6]([N:8]1[CH2:13][CH2:12][N:11]([C:14]2[C:19]([NH2:20])=[N:18][CH:17]=[C:16](Br)[N:15]=2)[CH2:10][CH2:9]1)=[O:7])([CH3:4])([CH3:3])[CH3:2].[Cl:22][C:23]1[CH:24]=[C:25]([CH:28]=[CH:29][CH:30]=1)[CH2:26][OH:27], predict the reaction product. (2) Given the reactants [N+:1]([C:4]1[CH:12]=[C:11]2[C:7]([CH:8]=[CH:9][NH:10]2)=[CH:6][CH:5]=1)([O-:3])=[O:2].CCN(C(C)C)C(C)C.[C:22](Br)([CH3:25])([CH3:24])[CH3:23], predict the reaction product. The product is: [C:22]([C:8]1[C:7]2[C:11](=[CH:12][C:4]([N+:1]([O-:3])=[O:2])=[CH:5][CH:6]=2)[NH:10][CH:9]=1)([CH3:25])([CH3:24])[CH3:23]. (3) Given the reactants [CH:1]1([CH2:7][N:8]2[C:12]([C:13]3[CH:18]=[C:17]([C:19]([CH3:22])([CH3:21])[CH3:20])[CH:16]=[C:15]([C:23]([CH3:26])([CH3:25])[CH3:24])[CH:14]=3)=[N:11][C:10]([C:27]([O:29]C)=[O:28])=[N:9]2)[CH2:6][CH2:5][CH2:4][CH2:3][CH2:2]1.O[Li].O, predict the reaction product. The product is: [CH:1]1([CH2:7][N:8]2[C:12]([C:13]3[CH:14]=[C:15]([C:23]([CH3:25])([CH3:26])[CH3:24])[CH:16]=[C:17]([C:19]([CH3:22])([CH3:21])[CH3:20])[CH:18]=3)=[N:11][C:10]([C:27]([OH:29])=[O:28])=[N:9]2)[CH2:2][CH2:3][CH2:4][CH2:5][CH2:6]1. (4) Given the reactants [I-:1].[Na+].Cl[CH:4]([O:6][C:7](=[O:11])[CH:8]([CH3:10])[CH3:9])[CH3:5], predict the reaction product. The product is: [I:1][CH:4]([O:6][C:7](=[O:11])[CH:8]([CH3:10])[CH3:9])[CH3:5].